This data is from Forward reaction prediction with 1.9M reactions from USPTO patents (1976-2016). The task is: Predict the product of the given reaction. (1) The product is: [NH2:26][C:27]1[N:32]=[C:31]([N:15]2[C:16]3[CH:17]=[CH:18][CH:19]=[C:11]([C:9]([NH:8][CH2:7][C:2]4[CH:3]=[CH:4][CH:5]=[CH:6][C:1]=4[C:20]4[CH:25]=[CH:24][CH:23]=[CH:22][CH:21]=4)=[O:10])[C:12]=3[CH:13]=[CH:14]2)[CH:30]=[CH:29][N:28]=1. Given the reactants [C:1]1([C:20]2[CH:25]=[CH:24][CH:23]=[CH:22][CH:21]=2)[CH:6]=[CH:5][CH:4]=[CH:3][C:2]=1[CH2:7][NH:8][C:9]([C:11]1[C:12]2[CH:13]=[CH:14][NH:15][C:16]=2[CH:17]=[CH:18][CH:19]=1)=[O:10].[NH2:26][C:27]1[N:32]=[C:31](Cl)[CH:30]=[CH:29][N:28]=1.NC1N=C(N2C3C(=C(NC(=O)CC4C=CC=C(OC)C=4)C=CC=3)C=C2)C=CN=1, predict the reaction product. (2) Given the reactants Cl[C:2]1[CH:7]=[CH:6][C:5]([N+:8]([O-:10])=[O:9])=[CH:4][CH:3]=1.[CH3:11][Si:12]([CH3:18])([CH3:17])[Si:12]([CH3:18])([CH3:17])[CH3:11].CCCCCC.CCCCCC.C(Cl)Cl, predict the reaction product. The product is: [CH3:11][Si:12]([CH3:18])([CH3:17])[C:2]1[CH:7]=[CH:6][C:5]([N+:8]([O-:10])=[O:9])=[CH:4][CH:3]=1. (3) Given the reactants C[O:2][C:3]([C:5]1[CH:6]=[C:7]([CH:11]=[CH:12][CH:13]=1)[C:8](O)=[O:9])=[O:4].C([BH-](CC)CC)C.[Li+], predict the reaction product. The product is: [OH:9][CH2:8][C:7]1[CH:6]=[C:5]([CH:13]=[CH:12][CH:11]=1)[C:3]([OH:4])=[O:2].